This data is from Forward reaction prediction with 1.9M reactions from USPTO patents (1976-2016). The task is: Predict the product of the given reaction. (1) The product is: [Cl:2][CH2:3][CH2:4][N:5]([CH2:6][CH2:7][Cl:8])[C:9](=[O:10])[O:11][C:12]([CH3:15])([CH3:14])[CH3:13]. Given the reactants Cl.[Cl:2][CH2:3][CH2:4][NH:5][CH2:6][CH2:7][Cl:8].[C:9](O[C:9]([O:11][C:12]([CH3:15])([CH3:14])[CH3:13])=[O:10])([O:11][C:12]([CH3:15])([CH3:14])[CH3:13])=[O:10].C(Cl)Cl, predict the reaction product. (2) Given the reactants [NH2:1][C:2]1[N:3]=[CH:4][C:5]([CH2:8][CH2:9][OH:10])=[N:6][CH:7]=1.C1C(=O)N([Br:18])C(=O)C1, predict the reaction product. The product is: [NH2:1][C:2]1[N:3]=[CH:4][C:5]([CH2:8][CH2:9][OH:10])=[N:6][C:7]=1[Br:18]. (3) Given the reactants Br[C:2]1C=CC2OC3C(=O)NC(C4CCCN(C)C4)=NC=3C=2C=1.Cl.Cl.[Br:25][C:26]1[CH:27]=[CH:28][C:29]2[O:38][C:37]3[C:36](=[O:39])[NH:35][C:34]([CH:40]4[CH2:45][CH2:44][NH:43][CH2:42][CH2:41]4)=[N:33][C:32]=3[C:30]=2[CH:31]=1.Cl.Cl.BrC1C=CC2OC3C(=O)NC(C4CCCNC4)=NC=3C=2C=1, predict the reaction product. The product is: [Br:25][C:26]1[CH:27]=[CH:28][C:29]2[O:38][C:37]3[C:36](=[O:39])[NH:35][C:34]([CH:40]4[CH2:45][CH2:44][N:43]([CH3:2])[CH2:42][CH2:41]4)=[N:33][C:32]=3[C:30]=2[CH:31]=1.